This data is from Forward reaction prediction with 1.9M reactions from USPTO patents (1976-2016). The task is: Predict the product of the given reaction. (1) Given the reactants [C:1]([O:5][C:6](=[O:17])[NH:7][C:8]1[CH:13]=[CH:12][C:11]([CH2:14][CH2:15]O)=[CH:10][CH:9]=1)([CH3:4])([CH3:3])[CH3:2].N1C=CN=C1.C1(P(C2C=CC=CC=2)C2C=CC=CC=2)C=CC=CC=1.[I:42]I, predict the reaction product. The product is: [C:1]([O:5][C:6](=[O:17])[NH:7][C:8]1[CH:13]=[CH:12][C:11]([CH2:14][CH2:15][I:42])=[CH:10][CH:9]=1)([CH3:4])([CH3:3])[CH3:2]. (2) Given the reactants C(OC([C:7]1([CH2:14][C:15]2[CH:20]=[CH:19][C:18]([Br:21])=[CH:17][CH:16]=2)[C:12](=[O:13])[CH:11]=[CH:10][S:9][CH2:8]1)=O)C=C, predict the reaction product. The product is: [Br:21][C:18]1[CH:17]=[CH:16][C:15]([CH2:14][CH:7]2[C:12](=[O:13])[CH:11]=[CH:10][S:9][CH2:8]2)=[CH:20][CH:19]=1.